Dataset: Full USPTO retrosynthesis dataset with 1.9M reactions from patents (1976-2016). Task: Predict the reactants needed to synthesize the given product. The reactants are: [Cl:1][C:2]1[CH:3]=[C:4]([C:25]([OH:27])=O)[CH:5]=[N:6][C:7]=1[N:8]1[CH2:13][CH2:12][CH:11]([N:14]2[C:19]3[CH:20]=[CH:21][CH:22]=[CH:23][C:18]=3[CH2:17][O:16][C:15]2=[O:24])[CH2:10][CH2:9]1.C(N1C=CN=C1)(N1C=CN=C1)=O.[CH3:40][CH:41]([NH2:44])[CH2:42][OH:43]. Given the product [Cl:1][C:2]1[CH:3]=[C:4]([C:25]([NH:44][CH:41]([CH3:40])[CH2:42][OH:43])=[O:27])[CH:5]=[N:6][C:7]=1[N:8]1[CH2:13][CH2:12][CH:11]([N:14]2[C:19]3[CH:20]=[CH:21][CH:22]=[CH:23][C:18]=3[CH2:17][O:16][C:15]2=[O:24])[CH2:10][CH2:9]1, predict the reactants needed to synthesize it.